The task is: Predict the reaction yield, written as a fraction of the theoretical maximum amount of product (1.0 means a 100% yield; for example, 0.34 means a 34% yield).. This data is from Reaction yield outcomes from USPTO patents with 853,638 reactions. The reactants are Br[C:2]1[CH:3]=[C:4]([CH:11]=[CH:12][C:13]=1[Cl:14])[C:5]([N:7]([O:9][CH3:10])[CH3:8])=[O:6].[Cl:15][C:16]1[CH:21]=[CH:20][C:19](B(O)O)=[CH:18][CH:17]=1.C([O-])([O-])=O.[K+].[K+]. The catalyst is C1(C)C=CC=CC=1.C1C=CC([P]([Pd]([P](C2C=CC=CC=2)(C2C=CC=CC=2)C2C=CC=CC=2)([P](C2C=CC=CC=2)(C2C=CC=CC=2)C2C=CC=CC=2)[P](C2C=CC=CC=2)(C2C=CC=CC=2)C2C=CC=CC=2)(C2C=CC=CC=2)C2C=CC=CC=2)=CC=1. The product is [Cl:15][C:16]1[CH:21]=[CH:20][C:19]([C:2]2[C:13]([Cl:14])=[CH:12][CH:11]=[C:4]([C:5]([N:7]([O:9][CH3:10])[CH3:8])=[O:6])[CH:3]=2)=[CH:18][CH:17]=1. The yield is 0.900.